Dataset: Full USPTO retrosynthesis dataset with 1.9M reactions from patents (1976-2016). Task: Predict the reactants needed to synthesize the given product. Given the product [F:1][C:2]([C:5]1[CH:6]=[C:7]([CH:8]=[CH:9][CH:10]=1)[NH2:11])([F:4])[CH3:3], predict the reactants needed to synthesize it. The reactants are: [F:1][C:2]([C:5]1[CH:10]=[CH:9][CH:8]=[C:7]([N+:11]([O-])=O)[CH:6]=1)([F:4])[CH3:3].O.O.[Sn](Cl)(Cl)(Cl)Cl.[OH-].[Na+].C(=O)([O-])O.[Na+].